This data is from Full USPTO retrosynthesis dataset with 1.9M reactions from patents (1976-2016). The task is: Predict the reactants needed to synthesize the given product. Given the product [Cl:1][C:2]1[CH:10]=[CH:9][CH:8]=[C:7]2[C:3]=1[C:4]([C:16]([NH:40][CH2:41][C:42]1([OH:50])[CH2:43][CH2:44][C:45]([F:49])([F:48])[CH2:46][CH2:47]1)=[O:18])=[CH:5][N:6]2[CH2:11][CH:12]1[CH2:15][CH2:14][O:13]1, predict the reactants needed to synthesize it. The reactants are: [Cl:1][C:2]1[CH:10]=[CH:9][CH:8]=[C:7]2[C:3]=1[C:4]([C:16]([OH:18])=O)=[CH:5][N:6]2[CH2:11][CH:12]1[CH2:15][CH2:14][O:13]1.C1C=CC2N(O)N=NC=2C=1.CCN=C=NCCCN(C)C.[NH2:40][CH2:41][C:42]1([OH:50])[CH2:47][CH2:46][C:45]([F:49])([F:48])[CH2:44][CH2:43]1.